Predict the product of the given reaction. From a dataset of Forward reaction prediction with 1.9M reactions from USPTO patents (1976-2016). (1) Given the reactants I[C:2]1[CH:3]=[C:4]([CH:11]=[CH:12][CH:13]=1)[O:5][CH2:6][CH2:7][N:8]([CH3:10])[CH3:9].Br[C:15]([F:22])([F:21])[C:16]([O:18][CH2:19][CH3:20])=[O:17].[Cl-].[NH4+], predict the reaction product. The product is: [CH3:9][N:8]([CH3:10])[CH2:7][CH2:6][O:5][C:4]1[CH:3]=[C:2]([C:15]([F:22])([F:21])[C:16]([O:18][CH2:19][CH3:20])=[O:17])[CH:13]=[CH:12][CH:11]=1. (2) Given the reactants [CH3:1][C:2]1[CH:3]=[C:4]([CH:7]=[CH:8][CH:9]=1)[CH:5]=O.[O:10]=[C:11]([CH:13](P(=O)(OCC)OCC)[CH2:14][CH2:15][CH2:16][CH2:17][CH3:18])[CH3:12], predict the reaction product. The product is: [CH3:1][C:2]1[CH:3]=[C:4]([CH:7]=[CH:8][CH:9]=1)/[CH:5]=[C:13](\[CH2:14][CH2:15][CH2:16][CH2:17][CH3:18])/[C:11](=[O:10])[CH3:12]. (3) Given the reactants C([O:4][C@H:5]1[O:22][C@H:21]([CH2:23][N:24]=[N+:25]=[N-:26])[C@@H:16]([O:17][C:18](=[O:20])[CH3:19])[C@H:11]([O:12][C:13](=[O:15])[CH3:14])[C@H:6]1[O:7][C:8](=[O:10])[CH3:9])(=O)C.C(N)C1C=CC=CC=1, predict the reaction product. The product is: [C:8]([O:7][C@@H:6]1[C@@H:11]([O:12][C:13](=[O:15])[CH3:14])[C@H:16]([O:17][C:18](=[O:20])[CH3:19])[C@@H:21]([CH2:23][N:24]=[N+:25]=[N-:26])[O:22][C@@H:5]1[OH:4])(=[O:10])[CH3:9]. (4) Given the reactants [Cl:1][C:2]1[S:3][C:4]2[CH:10]=[C:9]([C:11](O)([CH2:14][CH3:15])[CH2:12][CH3:13])[CH:8]=[CH:7][C:5]=2[N:6]=1.[NH:17]1[C:25]2[C:20](=[CH:21][CH:22]=[CH:23][C:24]=2[NH:26][S:27]([CH3:30])(=[O:29])=[O:28])[CH:19]=[CH:18]1.C(O)(C(F)(F)F)=O, predict the reaction product. The product is: [Cl:1][C:2]1[S:3][C:4]2[CH:10]=[C:9]([C:11]([C:19]3[C:20]4[C:25](=[C:24]([NH:26][S:27]([CH3:30])(=[O:28])=[O:29])[CH:23]=[CH:22][CH:21]=4)[NH:17][CH:18]=3)([CH2:14][CH3:15])[CH2:12][CH3:13])[CH:8]=[CH:7][C:5]=2[N:6]=1.